This data is from Full USPTO retrosynthesis dataset with 1.9M reactions from patents (1976-2016). The task is: Predict the reactants needed to synthesize the given product. Given the product [CH:27]1([O:26][C:11]2[C:10]([C:3]3[CH:4]=[N:5][N:6]([CH:7]4[CH2:9][CH2:8]4)[C:2]=3[NH:1][S:34]([CH3:33])(=[O:36])=[O:35])=[CH:19][CH:18]=[C:17]3[C:12]=2[CH2:13][CH2:14][C@H:15]([CH3:25])[N:16]3[C:20]([CH:22]2[CH2:24][CH2:23]2)=[O:21])[CH2:28][CH2:29][CH2:30]1, predict the reactants needed to synthesize it. The reactants are: [NH2:1][C:2]1[N:6]([CH:7]2[CH2:9][CH2:8]2)[N:5]=[CH:4][C:3]=1[C:10]1[C:11]([O:26][CH:27]2[CH2:30][CH2:29][CH2:28]2)=[C:12]2[C:17](=[CH:18][CH:19]=1)[N:16]([C:20]([CH:22]1[CH2:24][CH2:23]1)=[O:21])[C@@H:15]([CH3:25])[CH2:14][CH2:13]2.[OH-].[Na+].[CH3:33][S:34](Cl)(=[O:36])=[O:35].Cl.